This data is from Full USPTO retrosynthesis dataset with 1.9M reactions from patents (1976-2016). The task is: Predict the reactants needed to synthesize the given product. (1) The reactants are: C1(C)C=CC(S(Cl)(=O)=O)=CC=1.C([O:18][CH2:19][CH2:20][CH2:21][N:22]1[C:34]2[C:33]3[CH:32]=[CH:31][CH:30]=[CH:29][C:28]=3[N+:27]([O-])=[CH:26][C:25]=2[N:24]=[C:23]1[CH2:36][CH2:37][CH2:38][CH3:39])(=O)CCCC.O.C(Cl)Cl.[OH-].[NH4+:45]. Given the product [NH2:45][C:26]1[C:25]2[N:24]=[C:23]([CH2:36][CH2:37][CH2:38][CH3:39])[N:22]([CH2:21][CH2:20][CH2:19][OH:18])[C:34]=2[C:33]2[CH:32]=[CH:31][CH:30]=[CH:29][C:28]=2[N:27]=1, predict the reactants needed to synthesize it. (2) The reactants are: [OH:1][C:2]1[CH:11]=[C:10]2[C:5]([C:6]([O:12][C:13]3[CH:14]=[C:15]4[C:19](=[CH:20][CH:21]=3)[NH:18][C:17]([CH3:22])=[CH:16]4)=[N:7][CH:8]=[N:9]2)=[CH:4][CH:3]=1.O[CH2:24][CH2:25][N:26]1[CH2:31][CH2:30][CH2:29][CH2:28][CH2:27]1. Given the product [CH3:22][C:17]1[NH:18][C:19]2[C:15]([CH:16]=1)=[CH:14][C:13]([O:12][C:6]1[C:5]3[C:10](=[CH:11][C:2]([O:1][CH2:24][CH2:25][N:26]4[CH2:31][CH2:30][CH2:29][CH2:28][CH2:27]4)=[CH:3][CH:4]=3)[N:9]=[CH:8][N:7]=1)=[CH:21][CH:20]=2, predict the reactants needed to synthesize it. (3) Given the product [OH:47][C@@H:46]([CH2:48][NH:1][CH2:2][CH2:3][C:4]1[CH:9]=[CH:8][C:7]([NH:10][C:11]2[C:16]([N+:17]([O-:19])=[O:18])=[CH:15][CH:14]=[CH:13][N:12]=2)=[CH:6][CH:5]=1)[CH2:45][O:44][C:41]1[CH:42]=[CH:43][C:38]([OH:37])=[CH:39][CH:40]=1, predict the reactants needed to synthesize it. The reactants are: [NH2:1][CH2:2][CH2:3][C:4]1[CH:9]=[CH:8][C:7]([NH:10][C:11]2[C:16]([N+:17]([O-:19])=[O:18])=[CH:15][CH:14]=[CH:13][N:12]=2)=[CH:6][CH:5]=1.C([Si]([O:37][C:38]1[CH:43]=[CH:42][C:41]([O:44][CH2:45][CH:46]2[CH2:48][O:47]2)=[CH:40][CH:39]=1)(C1C=CC=CC=1)C1C=CC=CC=1)(C)(C)C. (4) Given the product [F:19][C:20]([F:32])([F:33])[C:21]1[CH:22]=[C:23]([CH:29]=[CH:30][CH:31]=1)[C:24]([O:26][CH2:27][N:15]1[C:14](=[O:16])[O:13][N:12]=[C:11]1[C:7]1[CH:6]=[C:5]([C:4]([F:3])([F:17])[F:18])[CH:10]=[CH:9][N:8]=1)=[O:25], predict the reactants needed to synthesize it. The reactants are: [H-].[Na+].[F:3][C:4]([F:18])([F:17])[C:5]1[CH:10]=[CH:9][N:8]=[C:7]([C:11]2[NH:12][O:13][C:14](=[O:16])[N:15]=2)[CH:6]=1.[F:19][C:20]([F:33])([F:32])[C:21]1[CH:22]=[C:23]([CH:29]=[CH:30][CH:31]=1)[C:24]([O:26][CH2:27]Cl)=[O:25].[Cl-].[NH4+]. (5) The reactants are: [CH3:1][N:2]([C:14]1[N:23]=[C:22]([NH2:24])[C:21]2[C:16](=[CH:17][C:18]([O:27][CH3:28])=[C:19]([O:25][CH3:26])[CH:20]=2)[N:15]=1)[CH2:3][CH2:4][CH2:5][NH:6][C:7]([CH:9]1[O:13][CH2:12][CH2:11][CH2:10]1)=[O:8].C(OC)(C)(C)C.[ClH:35]. Given the product [CH3:1][N:2]([C:14]1[N:23]=[C:22]([NH2:24])[C:21]2[C:16](=[CH:17][C:18]([O:27][CH3:28])=[C:19]([O:25][CH3:26])[CH:20]=2)[N:15]=1)[CH2:3][CH2:4][CH2:5][NH:6][C:7]([CH:9]1[O:13][CH2:12][CH2:11][CH2:10]1)=[O:8].[ClH:35], predict the reactants needed to synthesize it. (6) Given the product [N:3]1[C:14]2[CH2:15][NH:16][CH2:17][C:13]=2[CH:12]=[N:4][CH:2]=1, predict the reactants needed to synthesize it. The reactants are: Cl.[CH:2]([NH2:4])=[NH:3].[O-]CC.[Na+].CN([CH:12]=[C:13]1[CH2:17][N:16](C(C2C=CC=CC=2)(C2C=CC=CC=2)C2C=CC=CC=2)[CH2:15][C:14]1=O)C. (7) The reactants are: [CH3:1][C:2]1[C:9]([C:10]2[S:11][C:12]([C:21]([NH2:23])=O)=[C:13]([C:15]3[CH:20]=[CH:19][CH:18]=[CH:17][CH:16]=3)[N:14]=2)=[C:5]2[S:6][CH:7]=[CH:8][N:4]2[N:3]=1.O.[NH2:25][NH2:26].[C:27]([OH:30])(=[O:29])[CH3:28]. Given the product [C:27]([OH:30])(=[O:29])[CH3:28].[CH3:1][C:2]1[C:9]([C:10]2[S:11][C:12]([C:21]3[NH:23][C:27]([CH3:28])=[N:26][N:25]=3)=[C:13]([C:15]3[CH:20]=[CH:19][CH:18]=[CH:17][CH:16]=3)[N:14]=2)=[C:5]2[S:6][CH:7]=[CH:8][N:4]2[N:3]=1, predict the reactants needed to synthesize it. (8) Given the product [C:1]([O:5][C:6](=[O:16])[NH:7][CH:8]1[C:9]([CH3:13])([CH3:12])[CH2:10][O:15][CH2:14]1)([CH3:4])([CH3:3])[CH3:2], predict the reactants needed to synthesize it. The reactants are: [C:1]([O:5][C:6](=[O:16])[NH:7][CH:8]([CH2:14][OH:15])[C:9]([CH3:13])([CH3:12])[CH2:10]O)([CH3:4])([CH3:3])[CH3:2].C1(P(C2C=CC=CC=2)C2C=CC=CC=2)C=CC=CC=1. (9) Given the product [CH:24]([O:27][C:28]([N:30]1[CH2:35][CH2:34][CH:33]([CH2:36][CH2:37][CH2:38][O:13][C:10]2[CH:11]=[CH:12][C:7]([C@H:5]([CH3:6])[C@H:4]([NH:15][C:16]([O:18][C:19]([CH3:22])([CH3:21])[CH3:20])=[O:17])[C:3]([O:2][CH3:1])=[O:23])=[C:8]([F:14])[CH:9]=2)[CH2:32][CH2:31]1)=[O:29])([CH3:26])[CH3:25], predict the reactants needed to synthesize it. The reactants are: [CH3:1][O:2][C:3](=[O:23])[C@@H:4]([NH:15][C:16]([O:18][C:19]([CH3:22])([CH3:21])[CH3:20])=[O:17])[C@H:5]([C:7]1[CH:12]=[CH:11][C:10]([OH:13])=[CH:9][C:8]=1[F:14])[CH3:6].[CH:24]([O:27][C:28]([N:30]1[CH2:35][CH2:34][CH:33]([CH2:36][CH2:37][CH2:38]O)[CH2:32][CH2:31]1)=[O:29])([CH3:26])[CH3:25].